This data is from Forward reaction prediction with 1.9M reactions from USPTO patents (1976-2016). The task is: Predict the product of the given reaction. (1) Given the reactants [F:1][C:2]1[CH:7]=[CH:6][C:5]([N:8]2[C:17]3[C:12](=[CH:13][CH:14]=[CH:15][CH:16]=3)[C:11](=[O:18])[C:10]([C:19]([OH:21])=O)=[CH:9]2)=[CH:4][CH:3]=1.O=S(Cl)[Cl:24], predict the reaction product. The product is: [F:1][C:2]1[CH:7]=[CH:6][C:5]([N:8]2[C:17]3[C:12](=[CH:13][CH:14]=[CH:15][CH:16]=3)[C:11](=[O:18])[C:10]([C:19]([Cl:24])=[O:21])=[CH:9]2)=[CH:4][CH:3]=1. (2) The product is: [F:20][C:2]([F:1])([F:19])[C:3]1[CH:4]=[CH:5][C:6]([C:9]2[CH:13]=[C:12]([CH2:14][CH2:15][CH2:16][CH2:17][O:18][C:22]3[CH:27]=[CH:26][C:25]([CH2:28][CH2:29][C:30]([OH:32])=[O:31])=[CH:24][CH:23]=3)[O:11][N:10]=2)=[CH:7][CH:8]=1. Given the reactants [F:1][C:2]([F:20])([F:19])[C:3]1[CH:8]=[CH:7][C:6]([C:9]2[CH:13]=[C:12]([CH2:14][CH2:15][CH2:16][CH2:17][OH:18])[O:11][N:10]=2)=[CH:5][CH:4]=1.O[C:22]1[CH:27]=[CH:26][C:25]([CH2:28][CH2:29][C:30]([O:32]C)=[O:31])=[CH:24][CH:23]=1.C1(P(C2C=CC=CC=2)C2C=CC=CC=2)C=CC=CC=1.N(C(OCC)=O)=NC(OCC)=O, predict the reaction product.